The task is: Predict the product of the given reaction.. This data is from Forward reaction prediction with 1.9M reactions from USPTO patents (1976-2016). (1) The product is: [F:17][CH:2]([F:1])[C:3]1[C:4]([C:11]2[CH:16]=[CH:15][CH:14]=[CH:13][CH:12]=2)=[N:5][O:6][C:7]=1[C:8]1[O:10][N:21]=[C:20]([C:22]2[CH:23]=[CH:24][C:25]([CH2:26][N:27]3[CH2:28][CH:29]([C:31]([O:33][C:34]([CH3:35])([CH3:37])[CH3:36])=[O:32])[CH2:30]3)=[CH:38][CH:39]=2)[N:19]=1. Given the reactants [F:1][CH:2]([F:17])[C:3]1[C:4]([C:11]2[CH:16]=[CH:15][CH:14]=[CH:13][CH:12]=2)=[N:5][O:6][C:7]=1[C:8]([OH:10])=O.O/[N:19]=[C:20](/[C:22]1[CH:39]=[CH:38][C:25]([CH2:26][N:27]2[CH2:30][CH:29]([C:31]([O:33][C:34]([CH3:37])([CH3:36])[CH3:35])=[O:32])[CH2:28]2)=[CH:24][CH:23]=1)\[NH2:21].C1C=CC2N(O)N=NC=2C=1.C(Cl)CCl.C(N(C(C)C)CC)(C)C, predict the reaction product. (2) Given the reactants Cl.[Br:2][C:3]1[CH:8]=[CH:7][C:6]([F:9])=[CH:5][C:4]=1[NH:10][NH2:11].BrC1C=CC(F)=CC=1N.C(Cl)Cl.[OH-].[Na+], predict the reaction product. The product is: [Br:2][C:3]1[CH:8]=[CH:7][C:6]([F:9])=[CH:5][C:4]=1[NH:10][NH2:11]. (3) Given the reactants [CH3:1][C:2]1[C:17]([CH3:18])=[CH:16][C:5]2[N:6]([CH:10]3[CH2:15][CH2:14][NH:13][CH2:12][CH2:11]3)[C:7](=[O:9])[NH:8][C:4]=2[CH:3]=1.C(N(CC)CC)C.[O:26]1[CH2:31][CH2:30][C:29](=O)[CH2:28][CH2:27]1.C(O[BH-](OC(=O)C)OC(=O)C)(=O)C.[Na+].[BH4-].C([BH3-])#N.[Na+], predict the reaction product. The product is: [CH3:1][C:2]1[C:17]([CH3:18])=[CH:16][C:5]2[N:6]([CH:10]3[CH2:11][CH2:12][N:13]([CH:29]4[CH2:30][CH2:31][O:26][CH2:27][CH2:28]4)[CH2:14][CH2:15]3)[C:7](=[O:9])[NH:8][C:4]=2[CH:3]=1. (4) Given the reactants [O:1]=[C:2]([NH:10][CH2:11][CH2:12][CH2:13][CH2:14][NH:15][C:16](=[O:25])[O:17][CH2:18][C:19]1[CH:24]=[CH:23][CH:22]=[CH:21][CH:20]=1)[NH:3][NH:4][C:5](OCC)=[O:6].C([O-])([O-])=O.[K+].[K+], predict the reaction product. The product is: [O:6]=[C:5]1[N:10]([CH2:11][CH2:12][CH2:13][CH2:14][NH:15][C:16](=[O:25])[O:17][CH2:18][C:19]2[CH:24]=[CH:23][CH:22]=[CH:21][CH:20]=2)[C:2](=[O:1])[NH:3][NH:4]1. (5) The product is: [CH2:24]([S:26]([N:7]1[CH2:8][CH2:9][C:4]([CH2:10][CH:11]2[CH2:12][CH2:13][O:14][CH2:15][CH2:16]2)([C:2]#[N:3])[CH2:5][CH2:6]1)(=[O:28])=[O:27])[CH3:25]. Given the reactants [Cl-].[C:2]([C:4]1([CH2:10][CH:11]2[CH2:16][CH2:15][O:14][CH2:13][CH2:12]2)[CH2:9][CH2:8][NH2+:7][CH2:6][CH2:5]1)#[N:3].C(N(CC)CC)C.[CH2:24]([S:26](Cl)(=[O:28])=[O:27])[CH3:25], predict the reaction product. (6) Given the reactants [Si]([O:8][CH2:9][C@H:10]1[O:19][CH:14]([O:15][CH2:16][CH:17]=[CH2:18])[C@H:13]([O:20][CH2:21][C:22]2[CH:27]=[CH:26][CH:25]=[CH:24][CH:23]=2)[C@@H:12]([O:28][CH2:29][C:30]2[CH:35]=[CH:34][CH:33]=[CH:32][CH:31]=2)[C@@H:11]1[O:36][C@@H:37]1[O:66][C@H:65]([CH2:67][O:68][Si](C(C)(C)C)(C)C)[C@@H:56]([O:57][CH2:58][C:59]2[CH:64]=[CH:63][CH:62]=[CH:61][CH:60]=2)[C@H:47]([O:48][CH2:49][C:50]2[CH:55]=[CH:54][CH:53]=[CH:52][CH:51]=2)[C@H:38]1[O:39][CH2:40][C:41]1[CH:46]=[CH:45][CH:44]=[CH:43][CH:42]=1)(C(C)(C)C)(C)C.[F-].C([N+](CCCC)(CCCC)CCCC)CCC, predict the reaction product. The product is: [CH2:21]([O:20][C@@H:13]1[C@@H:12]([O:28][CH2:29][C:30]2[CH:35]=[CH:34][CH:33]=[CH:32][CH:31]=2)[C@H:11]([O:36][C@@H:37]2[O:66][C@H:65]([CH2:67][OH:68])[C@@H:56]([O:57][CH2:58][C:59]3[CH:64]=[CH:63][CH:62]=[CH:61][CH:60]=3)[C@H:47]([O:48][CH2:49][C:50]3[CH:51]=[CH:52][CH:53]=[CH:54][CH:55]=3)[C@H:38]2[O:39][CH2:40][C:41]2[CH:46]=[CH:45][CH:44]=[CH:43][CH:42]=2)[C@@H:10]([CH2:9][OH:8])[O:19][CH:14]1[O:15][CH2:16][CH:17]=[CH2:18])[C:22]1[CH:23]=[CH:24][CH:25]=[CH:26][CH:27]=1.